Task: Regression. Given two drug SMILES strings and cell line genomic features, predict the synergy score measuring deviation from expected non-interaction effect.. Dataset: Merck oncology drug combination screen with 23,052 pairs across 39 cell lines (1) Synergy scores: synergy=8.06. Drug 2: NC(=O)c1cccc2cn(-c3ccc(C4CCCNC4)cc3)nc12. Drug 1: CCN(CC)CCNC(=O)c1c(C)[nH]c(C=C2C(=O)Nc3ccc(F)cc32)c1C. Cell line: UWB1289BRCA1. (2) Drug 1: O=C(O)C1(Cc2cccc(Nc3nccs3)n2)CCC(Oc2cccc(Cl)c2F)CC1. Drug 2: CCc1c2c(nc3ccc(O)cc13)-c1cc3c(c(=O)n1C2)COC(=O)C3(O)CC. Cell line: UWB1289. Synergy scores: synergy=41.6. (3) Drug 1: O=C(CCCCCCC(=O)Nc1ccccc1)NO. Drug 2: CCc1c2c(nc3ccc(O)cc13)-c1cc3c(c(=O)n1C2)COC(=O)C3(O)CC. Cell line: UACC62. Synergy scores: synergy=4.70. (4) Drug 1: CCC1=CC2CN(C1)Cc1c([nH]c3ccccc13)C(C(=O)OC)(c1cc3c(cc1OC)N(C)C1C(O)(C(=O)OC)C(OC(C)=O)C4(CC)C=CCN5CCC31C54)C2. Drug 2: O=C(CCCCCCC(=O)Nc1ccccc1)NO. Cell line: LNCAP. Synergy scores: synergy=20.4. (5) Drug 1: CC(=O)OC1C(=O)C2(C)C(O)CC3OCC3(OC(C)=O)C2C(OC(=O)c2ccccc2)C2(O)CC(OC(=O)C(O)C(NC(=O)c3ccccc3)c3ccccc3)C(C)=C1C2(C)C. Drug 2: CCc1cnn2c(NCc3ccc[n+]([O-])c3)cc(N3CCCCC3CCO)nc12. Cell line: OCUBM. Synergy scores: synergy=-7.77. (6) Drug 1: NC1(c2ccc(-c3nc4ccn5c(=O)[nH]nc5c4cc3-c3ccccc3)cc2)CCC1. Drug 2: C#Cc1cccc(Nc2ncnc3cc(OCCOC)c(OCCOC)cc23)c1. Cell line: UWB1289. Synergy scores: synergy=62.7. (7) Drug 1: CCC1(O)CC2CN(CCc3c([nH]c4ccccc34)C(C(=O)OC)(c3cc4c(cc3OC)N(C)C3C(O)(C(=O)OC)C(OC(C)=O)C5(CC)C=CCN6CCC43C65)C2)C1. Drug 2: Cn1nnc2c(C(N)=O)ncn2c1=O. Cell line: SKMES1. Synergy scores: synergy=-34.0.